The task is: Regression. Given two drug SMILES strings and cell line genomic features, predict the synergy score measuring deviation from expected non-interaction effect.. This data is from NCI-60 drug combinations with 297,098 pairs across 59 cell lines. (1) Drug 1: COC1=CC(=CC(=C1O)OC)C2C3C(COC3=O)C(C4=CC5=C(C=C24)OCO5)OC6C(C(C7C(O6)COC(O7)C8=CC=CS8)O)O. Drug 2: CC(C1=C(C=CC(=C1Cl)F)Cl)OC2=C(N=CC(=C2)C3=CN(N=C3)C4CCNCC4)N. Cell line: NCI-H322M. Synergy scores: CSS=7.13, Synergy_ZIP=-0.116, Synergy_Bliss=8.16, Synergy_Loewe=3.96, Synergy_HSA=6.38. (2) Drug 1: CN(C)C1=NC(=NC(=N1)N(C)C)N(C)C. Synergy scores: CSS=12.7, Synergy_ZIP=-2.99, Synergy_Bliss=0.458, Synergy_Loewe=-14.3, Synergy_HSA=-3.49. Drug 2: CN(CCCl)CCCl.Cl. Cell line: T-47D. (3) Drug 1: COC1=NC(=NC2=C1N=CN2C3C(C(C(O3)CO)O)O)N. Drug 2: CC1=C(N=C(N=C1N)C(CC(=O)N)NCC(C(=O)N)N)C(=O)NC(C(C2=CN=CN2)OC3C(C(C(C(O3)CO)O)O)OC4C(C(C(C(O4)CO)O)OC(=O)N)O)C(=O)NC(C)C(C(C)C(=O)NC(C(C)O)C(=O)NCCC5=NC(=CS5)C6=NC(=CS6)C(=O)NCCC[S+](C)C)O. Cell line: MOLT-4. Synergy scores: CSS=72.4, Synergy_ZIP=0.877, Synergy_Bliss=0.549, Synergy_Loewe=1.79, Synergy_HSA=4.37. (4) Drug 1: CN(C)C1=NC(=NC(=N1)N(C)C)N(C)C. Drug 2: CS(=O)(=O)CCNCC1=CC=C(O1)C2=CC3=C(C=C2)N=CN=C3NC4=CC(=C(C=C4)OCC5=CC(=CC=C5)F)Cl. Cell line: NCIH23. Synergy scores: CSS=5.40, Synergy_ZIP=1.20, Synergy_Bliss=8.99, Synergy_Loewe=7.59, Synergy_HSA=7.49. (5) Drug 1: C1C(C(OC1N2C=NC3=C(N=C(N=C32)Cl)N)CO)O. Drug 2: CN1C(=O)N2C=NC(=C2N=N1)C(=O)N. Cell line: NCI-H226. Synergy scores: CSS=2.64, Synergy_ZIP=3.34, Synergy_Bliss=-1.37, Synergy_Loewe=-6.83, Synergy_HSA=-3.06. (6) Drug 1: CS(=O)(=O)C1=CC(=C(C=C1)C(=O)NC2=CC(=C(C=C2)Cl)C3=CC=CC=N3)Cl. Drug 2: C1CCC(C1)C(CC#N)N2C=C(C=N2)C3=C4C=CNC4=NC=N3. Cell line: IGROV1. Synergy scores: CSS=11.8, Synergy_ZIP=-0.528, Synergy_Bliss=5.18, Synergy_Loewe=2.27, Synergy_HSA=5.10. (7) Drug 1: CC1=C(N=C(N=C1N)C(CC(=O)N)NCC(C(=O)N)N)C(=O)NC(C(C2=CN=CN2)OC3C(C(C(C(O3)CO)O)O)OC4C(C(C(C(O4)CO)O)OC(=O)N)O)C(=O)NC(C)C(C(C)C(=O)NC(C(C)O)C(=O)NCCC5=NC(=CS5)C6=NC(=CS6)C(=O)NCCC[S+](C)C)O. Drug 2: C1=NNC2=C1C(=O)NC=N2. Cell line: SF-539. Synergy scores: CSS=43.5, Synergy_ZIP=-2.23, Synergy_Bliss=-3.82, Synergy_Loewe=-44.4, Synergy_HSA=-3.51.